This data is from Catalyst prediction with 721,799 reactions and 888 catalyst types from USPTO. The task is: Predict which catalyst facilitates the given reaction. (1) Reactant: [CH3:1][N:2]1[CH2:7][CH2:6][NH:5][CH2:4][CH2:3]1.C(N(CC)C(C)C)(C)C.F[P-](F)(F)(F)(F)F.C(C(=NO[C+](N(C)C)N1CCOCC1)C(OCC)=O)#N.[C:44]([C:46]1[N:47]=[C:48]([C:59]2[CH:64]=[CH:63][C:62]([O:65][CH2:66][CH3:67])=[C:61]([C:68]([F:71])([F:70])[F:69])[CH:60]=2)[C:49]2[CH:54]=[CH:53][N:52]([CH2:55][C:56](O)=[O:57])[C:50]=2[N:51]=1)#[N:45]. Product: [CH2:66]([O:65][C:62]1[CH:63]=[CH:64][C:59]([C:48]2[C:49]3[CH:54]=[CH:53][N:52]([CH2:55][C:56]([N:5]4[CH2:6][CH2:7][N:2]([CH3:1])[CH2:3][CH2:4]4)=[O:57])[C:50]=3[N:51]=[C:46]([C:44]#[N:45])[N:47]=2)=[CH:60][C:61]=1[C:68]([F:69])([F:70])[F:71])[CH3:67]. The catalyst class is: 136. (2) Reactant: [Cl:1][C:2]1[CH:3]=[C:4]([C:9]2[CH2:10][CH2:11][C:12](=[O:15])[NH:13][N:14]=2)[CH:5]=[CH:6][C:7]=1[OH:8].Br[CH2:17][CH2:18][CH2:19][N:20]1[C:28](=[O:29])[C:27]2[C:22](=[CH:23][CH:24]=[CH:25][CH:26]=2)[C:21]1=[O:30].C(=O)([O-])[O-].[K+].[K+]. Product: [Cl:1][C:2]1[CH:3]=[C:4]([C:9]2[CH2:10][CH2:11][C:12](=[O:15])[NH:13][N:14]=2)[CH:5]=[CH:6][C:7]=1[O:8][CH2:17][CH2:18][CH2:19][N:20]1[C:28](=[O:29])[C:27]2[C:22](=[CH:23][CH:24]=[CH:25][CH:26]=2)[C:21]1=[O:30]. The catalyst class is: 35. (3) The catalyst class is: 2. Reactant: [F:1][C:2]1[CH:3]=[C:4]([NH2:15])[C:5]([NH:8][C:9]2[CH:14]=[CH:13][CH:12]=[CH:11][CH:10]=2)=[CH:6][CH:7]=1.[C:16]([O:20][C:21]([NH:23][C@@H:24]([CH3:28])[C:25](O)=[O:26])=[O:22])([CH3:19])([CH3:18])[CH3:17].C1C=NC2N(O)N=NC=2C=1.CN1CCOCC1.Cl.CN(C)CCCN=C=NCC. Product: [C:16]([O:20][C:21](=[O:22])[NH:23][C@H:24]([C:25](=[O:26])[NH:15][C:4]1[CH:3]=[C:2]([F:1])[CH:7]=[CH:6][C:5]=1[NH:8][C:9]1[CH:14]=[CH:13][CH:12]=[CH:11][CH:10]=1)[CH3:28])([CH3:17])([CH3:18])[CH3:19]. (4) Reactant: [NH:1]1[CH2:6][CH2:5][O:4][CH2:3][CH2:2]1.C(N(CC)CC)C.Cl[C:15]1[N:20]([CH3:21])[C:19](=[O:22])[CH:18]=[C:17]([C:23]2[CH:28]=[CH:27][N:26]=[CH:25][C:24]=2[F:29])[N:16]=1. Product: [F:29][C:24]1[CH:25]=[N:26][CH:27]=[CH:28][C:23]=1[C:17]1[N:16]=[C:15]([N:1]2[CH2:6][CH2:5][O:4][CH2:3][CH2:2]2)[N:20]([CH3:21])[C:19](=[O:22])[CH:18]=1. The catalyst class is: 7.